Task: Predict the reaction yield, written as a fraction of the theoretical maximum amount of product (1.0 means a 100% yield; for example, 0.34 means a 34% yield).. Dataset: Reaction yield outcomes from USPTO patents with 853,638 reactions (1) The reactants are CO[CH2:3][N:4]([CH2:10][C:11]1[CH:16]=[CH:15][CH:14]=[CH:13][CH:12]=1)[CH2:5][Si](C)(C)C.[CH3:17][C:18](=[O:21])[C:19]#[CH:20].FC(F)(F)C(O)=O. The catalyst is C(Cl)Cl. The product is [CH2:10]([N:4]1[CH2:3][CH:20]=[C:19]([C:18](=[O:21])[CH3:17])[CH2:5]1)[C:11]1[CH:12]=[CH:13][CH:14]=[CH:15][CH:16]=1. The yield is 0.490. (2) The reactants are Cl[C:2]1[C:3]2[CH2:17][CH2:16][CH2:15][C:4]=2[N:5]=[C:6]([C:8]2[CH:13]=[CH:12][CH:11]=[C:10]([Cl:14])[CH:9]=2)[N:7]=1.[NH2:18][C:19]1[CH:24]=[CH:23][C:22]([CH2:25][CH2:26][CH2:27][OH:28])=[CH:21][CH:20]=1.[OH-].[Li+]. The catalyst is C(O)(=O)C.C(=O)(O)[O-].[Na+].O. The product is [Cl:14][C:10]1[CH:9]=[C:8]([C:6]2[N:7]=[C:2]([NH:18][C:19]3[CH:20]=[CH:21][C:22]([CH2:25][CH2:26][CH2:27][OH:28])=[CH:23][CH:24]=3)[C:3]3[CH2:17][CH2:16][CH2:15][C:4]=3[N:5]=2)[CH:13]=[CH:12][CH:11]=1. The yield is 0.400. (3) The reactants are [F:1][C:2]1[CH:3]=[C:4]([OH:9])[C:5]([OH:8])=[CH:6][CH:7]=1.C[C:11]([CH3:13])=[O:12].[C:14](=O)([O-])[O-:15].[K+].[K+].[CH3:20][O:21][C:22](=[O:25])[CH2:23]Br. The catalyst is C(OCC)(=O)C. The product is [F:1][C:2]1[CH:7]=[CH:6][C:5]([O:8][CH2:23][C:22]([O:21][CH3:20])=[O:25])=[C:4]([O:9][CH2:13][C:11]([O:15][CH3:14])=[O:12])[CH:3]=1. The yield is 0.920. (4) The yield is 0.950. The catalyst is CO.[Pt](=O)=O. The reactants are [N+:1]([C:4]1[CH:18]=[CH:17][C:7]([CH2:8][O:9][CH2:10][CH2:11][N:12]2[CH:16]=[CH:15][N:14]=[N:13]2)=[CH:6][CH:5]=1)([O-])=O.C1COCC1. The product is [N:12]1([CH2:11][CH2:10][O:9][CH2:8][C:7]2[CH:6]=[CH:5][C:4]([NH2:1])=[CH:18][CH:17]=2)[CH:16]=[CH:15][N:14]=[N:13]1. (5) The reactants are [Cl:1][C:2]([Cl:6])([Cl:5])[C:3]#[N:4].C1CCN2C(=NCCC2)CC1.[CH2:18]([O:25][C@@H:26]1[C@@H:32]([O:33][CH2:34][C:35]2[CH:40]=[CH:39][CH:38]=[CH:37][CH:36]=2)[C@H:31]([CH3:41])[O:30][C@@H:28]([OH:29])[C@@H:27]1[O:42][C:43](=[O:49])[CH2:44][CH2:45][C:46]([CH3:48])=[O:47])[C:19]1[CH:24]=[CH:23][CH:22]=[CH:21][CH:20]=1. The catalyst is C(Cl)Cl. The product is [Cl:1][C:2]([Cl:6])([Cl:5])[C:3](=[NH:4])[O:29][C@@H:28]1[O:30][C@@H:31]([CH3:41])[C@H:32]([O:33][CH2:34][C:35]2[CH:36]=[CH:37][CH:38]=[CH:39][CH:40]=2)[C@@H:26]([O:25][CH2:18][C:19]2[CH:24]=[CH:23][CH:22]=[CH:21][CH:20]=2)[C@H:27]1[O:42][C:43](=[O:49])[CH2:44][CH2:45][C:46]([CH3:48])=[O:47]. The yield is 0.950. (6) The reactants are [Cl:1][C:2]1[CH:3]=[C:4]2[C:9](=[C:10]([Cl:12])[CH:11]=1)[CH2:8][N:7]([CH3:13])[CH2:6][CH:5]2[C:14]1[CH:19]=[CH:18][CH:17]=[CH:16][CH:15]=1.Cl[S:21]([OH:24])(=O)=[O:22].[NH3:25]. The catalyst is ClCCl. The product is [Cl:1][C:2]1[CH:3]=[C:4]2[C:9](=[C:10]([Cl:12])[CH:11]=1)[CH2:8][N:7]([CH3:13])[CH2:6][CH:5]2[C:14]1[CH:15]=[CH:16][C:17]([S:21]([NH2:25])(=[O:24])=[O:22])=[CH:18][CH:19]=1. The yield is 0.0300. (7) The reactants are [F:1][C:2]1[CH:7]=[CH:6][C:5]([N:8]2[C:16]3[C:11](=[CH:12][C:13]([CH2:17][CH2:18][CH2:19][CH2:20][CH2:21][OH:22])=[CH:14][CH:15]=3)[CH:10]=[CH:9]2)=[CH:4][CH:3]=1.[CH3:23][S:24](Cl)(=[O:26])=[O:25].C(N(CC)CC)C. The catalyst is C(Cl)Cl. The product is [F:1][C:2]1[CH:7]=[CH:6][C:5]([N:8]2[C:16]3[C:11](=[CH:12][C:13]([CH2:17][CH2:18][CH2:19][CH2:20][CH2:21][O:22][S:24]([CH3:23])(=[O:26])=[O:25])=[CH:14][CH:15]=3)[CH:10]=[CH:9]2)=[CH:4][CH:3]=1. The yield is 0.830.